From a dataset of Forward reaction prediction with 1.9M reactions from USPTO patents (1976-2016). Predict the product of the given reaction. (1) Given the reactants Cl[C:2]1[C:11]([O:12][CH:13]([CH3:15])[CH3:14])=[C:10]([Cl:16])[C:9]2[C:4](=[CH:5][CH:6]=[C:7]([C:17]([C:25]3[C:26]([CH3:32])=[N:27][C:28]([CH3:31])=[CH:29][CH:30]=3)([C:19]3[N:23]([CH3:24])[N:22]=[N:21][CH:20]=3)[OH:18])[CH:8]=2)[N:3]=1.[C:33](O)(C(F)(F)F)=[O:34].C[O-].[Na+], predict the reaction product. The product is: [Cl:16][C:10]1[C:9]2[C:4](=[CH:5][CH:6]=[C:7]([C:17]([C:25]3[C:26]([CH3:32])=[N:27][C:28]([CH3:31])=[CH:29][CH:30]=3)([C:19]3[N:23]([CH3:24])[N:22]=[N:21][CH:20]=3)[OH:18])[CH:8]=2)[N:3]=[C:2]([O:34][CH3:33])[C:11]=1[O:12][CH:13]([CH3:15])[CH3:14]. (2) Given the reactants Cl[C:2]1[C:11]2[C:6](=[CH:7][C:8]([NH:12][C:13]3[CH:18]=[CH:17][C:16]([F:19])=[CH:15][CH:14]=3)=[CH:9][CH:10]=2)[CH:5]=[N:4][N:3]=1.CC1(C)CC(C)OB([C:28](=[CH2:33])[C:29]([F:32])([F:31])[F:30])O1.O.C(=O)([O-])[O-].[Na+].[Na+].O, predict the reaction product. The product is: [F:19][C:16]1[CH:17]=[CH:18][C:13]([NH:12][C:8]2[CH:7]=[C:6]3[C:11](=[CH:10][CH:9]=2)[C:2]([C:28](=[CH2:33])[C:29]([F:32])([F:31])[F:30])=[N:3][N:4]=[CH:5]3)=[CH:14][CH:15]=1.